Dataset: Catalyst prediction with 721,799 reactions and 888 catalyst types from USPTO. Task: Predict which catalyst facilitates the given reaction. (1) Reactant: [CH:1]1([CH2:4][O:5][C:6]2[CH:7]=[CH:8][C:9]3[O:13][C:12]([CH:14]([NH:18][C:19]4[N:24]=[CH:23][C:22]([C:25]([O:27]C)=[O:26])=[CH:21][CH:20]=4)[CH:15]([CH3:17])[CH3:16])=[C:11]([CH3:29])[C:10]=3[CH:30]=2)[CH2:3][CH2:2]1.O1CCCC1.[OH-].[Na+]. Product: [CH:1]1([CH2:4][O:5][C:6]2[CH:7]=[CH:8][C:9]3[O:13][C:12]([CH:14]([NH:18][C:19]4[N:24]=[CH:23][C:22]([C:25]([OH:27])=[O:26])=[CH:21][CH:20]=4)[CH:15]([CH3:17])[CH3:16])=[C:11]([CH3:29])[C:10]=3[CH:30]=2)[CH2:3][CH2:2]1. The catalyst class is: 8. (2) Reactant: [F:1][C:2]([F:39])([F:38])[C:3]([CH2:18][NH:19][C:20]1[CH:28]=[C:27]([CH3:29])[CH:26]=[C:25]2[C:21]=1[CH:22]=[N:23][N:24]2[C:30]1[CH:35]=[CH:34][CH:33]=[C:32]([O:36]C)[CH:31]=1)([OH:17])[CH2:4][C:5]([C:8]1[CH:13]=[C:12]([F:14])[CH:11]=[CH:10][C:9]=1[O:15][CH3:16])([CH3:7])[CH3:6].C(=O)=O.CC(C)=O.B(Br)(Br)Br. Product: [F:14][C:12]1[CH:11]=[CH:10][C:9]([O:15][CH3:16])=[C:8]([C:5]([CH3:7])([CH3:6])[CH2:4][C:3]([OH:17])([C:2]([F:1])([F:39])[F:38])[CH2:18][NH:19][C:20]2[CH:28]=[C:27]([CH3:29])[CH:26]=[C:25]3[C:21]=2[CH:22]=[N:23][N:24]3[C:30]2[CH:31]=[C:32]([OH:36])[CH:33]=[CH:34][CH:35]=2)[CH:13]=1. The catalyst class is: 4. (3) Reactant: C(OC([N:11]1[CH2:16][CH2:15][CH:14]([NH:17][C:18]([O:20][C:21]([CH3:24])([CH3:23])[CH3:22])=[O:19])[CH:13]([NH:25][C:26]([O:28][C:29]([CH3:32])([CH3:31])[CH3:30])=[O:27])[CH2:12]1)=O)C1C=CC=CC=1. Product: [C:29]([O:28][C:26](=[O:27])[NH:25][CH:13]1[CH:14]([NH:17][C:18]([O:20][C:21]([CH3:24])([CH3:23])[CH3:22])=[O:19])[CH2:15][CH2:16][NH:11][CH2:12]1)([CH3:32])([CH3:31])[CH3:30]. The catalyst class is: 105. (4) Reactant: Br[C:2]1[CH:7]=[CH:6][C:5]([Cl:8])=[CH:4][CH:3]=1.C([Li])CCC.[C:14]([O:18][C:19]([N:21]1[CH2:26][CH2:25][C:24](=[O:27])[C:23]([CH3:29])([CH3:28])[CH2:22]1)=[O:20])([CH3:17])([CH3:16])[CH3:15]. Product: [C:14]([O:18][C:19]([N:21]1[CH2:26][CH2:25][C:24]([C:2]2[CH:7]=[CH:6][C:5]([Cl:8])=[CH:4][CH:3]=2)([OH:27])[C:23]([CH3:29])([CH3:28])[CH2:22]1)=[O:20])([CH3:17])([CH3:15])[CH3:16]. The catalyst class is: 1.